This data is from Full USPTO retrosynthesis dataset with 1.9M reactions from patents (1976-2016). The task is: Predict the reactants needed to synthesize the given product. (1) Given the product [CH3:1][C:2]1[CH:7]=[C:6]([C:2]2[CH:3]=[N:4][C:5]([N:21]3[CH:22]=[CH:23][C:19]([CH3:18])=[N:20]3)=[C:6]([C:11]([OH:12])=[O:14])[CH:7]=2)[CH:5]=[N:4][CH:3]=1, predict the reactants needed to synthesize it. The reactants are: [CH3:1][C:2]1[CH:3]=[N:4][CH:5]=[C:6](B(O)O)[CH:7]=1.[C:11](=[O:14])([O-])[O-:12].[Cs+].[Cs+].O.[CH3:18][C:19]1[CH:23]=[CH:22][NH:21][N:20]=1.C[Si]([N-][Si](C)(C)C)(C)C.[Na+].[OH-].[K+].Cl. (2) Given the product [CH3:1][C:2]1[CH:13]=[C:12]([CH3:14])[CH:11]=[C:10]([CH:15]2[CH2:19][CH2:18][CH2:17][O:16]2)[C:3]=1[O:4][CH2:5][C:6]([NH:20][NH2:21])=[O:7], predict the reactants needed to synthesize it. The reactants are: [CH3:1][C:2]1[CH:13]=[C:12]([CH3:14])[CH:11]=[C:10]([CH:15]2[CH2:19][CH2:18][CH2:17][O:16]2)[C:3]=1[O:4][CH2:5][C:6](OC)=[O:7].[NH2:20][NH2:21]. (3) Given the product [Br:1][C:2]1[CH:8]=[CH:7][CH:6]=[C:5]([Br:9])[C:3]=1[N:4]=[CH:10][C:11]1[CH:17]=[CH:16][CH:15]=[CH:14][C:12]=1[OH:13], predict the reactants needed to synthesize it. The reactants are: [Br:1][C:2]1[CH:8]=[CH:7][CH:6]=[C:5]([Br:9])[C:3]=1[NH2:4].[CH:10](=O)[C:11]1[C:12](=[CH:14][CH:15]=[CH:16][CH:17]=1)[OH:13].C(N(CC)CC)C. (4) Given the product [CH3:8][O:9][C:10]([C:12]1([NH:20][C:31](=[O:32])[CH2:30][C:28]2[CH:29]=[C:24]([CH:21]3[CH2:22][CH2:23]3)[C:25]([CH3:35])=[CH:26][C:27]=2[CH3:34])[CH2:17][CH2:16][N:15]([O:18][CH3:19])[CH2:14][CH2:13]1)=[O:11], predict the reactants needed to synthesize it. The reactants are: C(=O)([O-])[O-].[K+].[K+].Cl.[CH3:8][O:9][C:10]([C:12]1([NH2:20])[CH2:17][CH2:16][N:15]([O:18][CH3:19])[CH2:14][CH2:13]1)=[O:11].[CH:21]1([C:24]2[C:25]([CH3:35])=[CH:26][C:27]([CH3:34])=[C:28]([CH2:30][C:31](Cl)=[O:32])[CH:29]=2)[CH2:23][CH2:22]1.